Task: Predict the reactants needed to synthesize the given product.. Dataset: Full USPTO retrosynthesis dataset with 1.9M reactions from patents (1976-2016) (1) The reactants are: C(SC1C=C(CO)C=CC=1)C(C)C.C[O:15][C:16](=O)[C:17]1[CH:22]=[CH:21][CH:20]=[C:19]([S:23]([CH2:26][CH:27]([CH3:29])[CH3:28])(=[O:25])=[O:24])[CH:18]=1. Given the product [CH3:28][CH:27]([CH3:29])[CH2:26][S:23]([C:19]1[CH:18]=[C:17]([CH2:16][OH:15])[CH:22]=[CH:21][CH:20]=1)(=[O:25])=[O:24], predict the reactants needed to synthesize it. (2) Given the product [CH3:1][O:2][C:3]1[CH:4]=[C:5]([CH2:11][CH:12]([NH:16][CH:17]=[O:18])[CH:13]([CH3:14])[CH3:15])[CH:6]=[CH:7][C:8]=1[O:9][CH3:10], predict the reactants needed to synthesize it. The reactants are: [CH3:1][O:2][C:3]1[CH:4]=[C:5]([CH2:11][CH:12]([NH2:16])[CH:13]([CH3:15])[CH3:14])[CH:6]=[CH:7][C:8]=1[O:9][CH3:10].[CH:17](OCC)=[O:18]. (3) Given the product [CH2:20]([NH:27][C:28]([C:30]1[S:31][C:32]([N:36]2[CH:41]=[CH:40][C:39]([O:11][CH2:12][CH2:13][C:14]3[CH:15]=[CH:16][CH:17]=[CH:18][CH:19]=3)=[CH:38][C:37]2=[O:43])=[CH:33][C:34]=1[CH3:35])=[O:29])[C:21]1[CH:26]=[CH:25][CH:24]=[CH:23][CH:22]=1, predict the reactants needed to synthesize it. The reactants are: CC1C=CC(S([O:11][CH2:12][CH2:13][C:14]2[CH:19]=[CH:18][CH:17]=[CH:16][CH:15]=2)(=O)=O)=CC=1.[CH2:20]([NH:27][C:28]([C:30]1[S:31][C:32]([N:36]2[CH:41]=[CH:40][C:39](O)=[CH:38][C:37]2=[O:43])=[CH:33][C:34]=1[CH3:35])=[O:29])[C:21]1[CH:26]=[CH:25][CH:24]=[CH:23][CH:22]=1. (4) Given the product [CH2:1]([N:8]1[CH:17]([C:18]([OH:20])=[O:19])[CH2:16][C:15]2[C:10](=[CH:11][CH:12]=[C:13]([F:22])[CH:14]=2)[CH2:9]1)[C:2]1[CH:3]=[CH:4][CH:5]=[CH:6][CH:7]=1, predict the reactants needed to synthesize it. The reactants are: [CH2:1]([N:8]1[CH:17]([C:18]([O:20]C)=[O:19])[CH2:16][C:15]2[C:10](=[CH:11][CH:12]=[C:13]([F:22])[CH:14]=2)[CH2:9]1)[C:2]1[CH:7]=[CH:6][CH:5]=[CH:4][CH:3]=1.[OH-].[Li+].O.[Cl-].[NH4+].